This data is from NCI-60 drug combinations with 297,098 pairs across 59 cell lines. The task is: Regression. Given two drug SMILES strings and cell line genomic features, predict the synergy score measuring deviation from expected non-interaction effect. Drug 1: CC1=CC=C(C=C1)C2=CC(=NN2C3=CC=C(C=C3)S(=O)(=O)N)C(F)(F)F. Drug 2: CC1C(C(CC(O1)OC2CC(OC(C2O)C)OC3=CC4=CC5=C(C(=O)C(C(C5)C(C(=O)C(C(C)O)O)OC)OC6CC(C(C(O6)C)O)OC7CC(C(C(O7)C)O)OC8CC(C(C(O8)C)O)(C)O)C(=C4C(=C3C)O)O)O)O. Cell line: HOP-62. Synergy scores: CSS=6.22, Synergy_ZIP=1.08, Synergy_Bliss=-1.26, Synergy_Loewe=-41.9, Synergy_HSA=-3.26.